This data is from Full USPTO retrosynthesis dataset with 1.9M reactions from patents (1976-2016). The task is: Predict the reactants needed to synthesize the given product. Given the product [CH:22]1([NH:21][CH:15]2[CH2:16][CH2:17][CH2:18][CH2:19][CH2:20]2)[CH2:23][CH2:24][CH2:25][CH2:26][CH2:27]1.[Br:7][C@H:8]([CH:12]([CH3:14])[CH3:13])[C:9]([OH:11])=[O:10], predict the reactants needed to synthesize it. The reactants are: CCCCCC.[Br:7][C@H:8]([CH:12]([CH3:14])[CH3:13])[C:9]([OH:11])=[O:10].[CH:15]1([NH:21][CH:22]2[CH2:27][CH2:26][CH2:25][CH2:24][CH2:23]2)[CH2:20][CH2:19][CH2:18][CH2:17][CH2:16]1.